This data is from NCI-60 drug combinations with 297,098 pairs across 59 cell lines. The task is: Regression. Given two drug SMILES strings and cell line genomic features, predict the synergy score measuring deviation from expected non-interaction effect. (1) Drug 1: CNC(=O)C1=CC=CC=C1SC2=CC3=C(C=C2)C(=NN3)C=CC4=CC=CC=N4. Drug 2: CN1C2=C(C=C(C=C2)N(CCCl)CCCl)N=C1CCCC(=O)O.Cl. Cell line: M14. Synergy scores: CSS=-7.30, Synergy_ZIP=2.76, Synergy_Bliss=-0.842, Synergy_Loewe=-5.60, Synergy_HSA=-5.30. (2) Drug 1: CN(CC1=CN=C2C(=N1)C(=NC(=N2)N)N)C3=CC=C(C=C3)C(=O)NC(CCC(=O)O)C(=O)O. Drug 2: CC1=C(C=C(C=C1)C(=O)NC2=CC(=CC(=C2)C(F)(F)F)N3C=C(N=C3)C)NC4=NC=CC(=N4)C5=CN=CC=C5. Cell line: NCI-H226. Synergy scores: CSS=25.0, Synergy_ZIP=0.0987, Synergy_Bliss=0.841, Synergy_Loewe=-38.3, Synergy_HSA=0.508. (3) Drug 1: CCCCC(=O)OCC(=O)C1(CC(C2=C(C1)C(=C3C(=C2O)C(=O)C4=C(C3=O)C=CC=C4OC)O)OC5CC(C(C(O5)C)O)NC(=O)C(F)(F)F)O. Drug 2: CC=C1C(=O)NC(C(=O)OC2CC(=O)NC(C(=O)NC(CSSCCC=C2)C(=O)N1)C(C)C)C(C)C. Cell line: SK-OV-3. Synergy scores: CSS=35.5, Synergy_ZIP=-5.28, Synergy_Bliss=-7.86, Synergy_Loewe=-5.50, Synergy_HSA=-2.81. (4) Drug 1: CN(C)N=NC1=C(NC=N1)C(=O)N. Drug 2: CC(C)(C#N)C1=CC(=CC(=C1)CN2C=NC=N2)C(C)(C)C#N. Cell line: NCI-H460. Synergy scores: CSS=12.3, Synergy_ZIP=-4.75, Synergy_Bliss=1.11, Synergy_Loewe=0.258, Synergy_HSA=0.581. (5) Drug 1: COC1=C(C=C2C(=C1)N=CN=C2NC3=CC(=C(C=C3)F)Cl)OCCCN4CCOCC4. Drug 2: C1CN(CCN1C(=O)CCBr)C(=O)CCBr. Cell line: DU-145. Synergy scores: CSS=45.7, Synergy_ZIP=-3.19, Synergy_Bliss=-0.293, Synergy_Loewe=0.534, Synergy_HSA=4.13. (6) Drug 1: CCC1=CC2CC(C3=C(CN(C2)C1)C4=CC=CC=C4N3)(C5=C(C=C6C(=C5)C78CCN9C7C(C=CC9)(C(C(C8N6C)(C(=O)OC)O)OC(=O)C)CC)OC)C(=O)OC.C(C(C(=O)O)O)(C(=O)O)O. Drug 2: CC1=C2C(C(=O)C3(C(CC4C(C3C(C(C2(C)C)(CC1OC(=O)C(C(C5=CC=CC=C5)NC(=O)C6=CC=CC=C6)O)O)OC(=O)C7=CC=CC=C7)(CO4)OC(=O)C)O)C)OC(=O)C. Cell line: SNB-19. Synergy scores: CSS=37.9, Synergy_ZIP=-6.71, Synergy_Bliss=-6.36, Synergy_Loewe=-12.5, Synergy_HSA=-3.04. (7) Drug 1: CC(CN1CC(=O)NC(=O)C1)N2CC(=O)NC(=O)C2. Drug 2: CC(C)(C#N)C1=CC(=CC(=C1)CN2C=NC=N2)C(C)(C)C#N. Cell line: SK-MEL-5. Synergy scores: CSS=6.66, Synergy_ZIP=-3.13, Synergy_Bliss=-0.206, Synergy_Loewe=-0.249, Synergy_HSA=-0.290. (8) Drug 1: CN1C2=C(C=C(C=C2)N(CCCl)CCCl)N=C1CCCC(=O)O.Cl. Drug 2: CS(=O)(=O)OCCCCOS(=O)(=O)C. Cell line: CAKI-1. Synergy scores: CSS=5.25, Synergy_ZIP=5.38, Synergy_Bliss=15.6, Synergy_Loewe=3.57, Synergy_HSA=3.29.